Dataset: Catalyst prediction with 721,799 reactions and 888 catalyst types from USPTO. Task: Predict which catalyst facilitates the given reaction. (1) Reactant: [Cl:1][C:2]1[CH:3]=[CH:4][C:5]([CH:10]([C:12]2[CH:17]=[CH:16][C:15]([S:18][CH3:19])=[CH:14][CH:13]=2)[OH:11])=[N:6][C:7]=1[O:8][CH3:9]. Product: [Cl:1][C:2]1[CH:3]=[CH:4][C:5]([C:10]([C:12]2[CH:13]=[CH:14][C:15]([S:18][CH3:19])=[CH:16][CH:17]=2)=[O:11])=[N:6][C:7]=1[O:8][CH3:9]. The catalyst class is: 428. (2) The catalyst class is: 7. Reactant: [CH:1]([C:3]1[N:8]=[C:7]([NH:9][C:10](=[O:15])[C:11]([CH3:14])([CH3:13])[CH3:12])[CH:6]=[CH:5][CH:4]=1)=[O:2].[CH3:16][Mg]Cl. Product: [OH:2][CH:1]([C:3]1[N:8]=[C:7]([NH:9][C:10](=[O:15])[C:11]([CH3:12])([CH3:14])[CH3:13])[CH:6]=[CH:5][CH:4]=1)[CH3:16]. (3) Reactant: [Cl:1][C:2]1[C:3]([OH:24])=[CH:4][C:5]([OH:23])=[C:6]([C:8](=[O:22])[CH2:9][C:10]2[CH:21]=[CH:20][C:13]([O:14][CH2:15][CH2:16][CH2:17][C:18]#[N:19])=[CH:12][CH:11]=2)[CH:7]=1.[C:25](OC(=O)C)(=O)[CH3:26].C(=O)([O-])[O-].[K+].[K+]. Product: [Cl:1][C:2]1[CH:7]=[C:6]2[C:5](=[CH:4][C:3]=1[OH:24])[O:23][C:25]([CH3:26])=[C:9]([C:10]1[CH:21]=[CH:20][C:13]([O:14][CH2:15][CH2:16][CH2:17][C:18]#[N:19])=[CH:12][CH:11]=1)[C:8]2=[O:22]. The catalyst class is: 195. (4) Reactant: [Cl:1][C:2]1[C:3]([N:8]2[C:12]([C:13](Cl)=[O:14])=[CH:11][C:10]([C:16]([F:19])([F:18])[F:17])=[N:9]2)=[N:4][CH:5]=[CH:6][CH:7]=1.[NH2:20][C:21]1[C:29]([Cl:30])=[CH:28][CH:27]=[CH:26][C:22]=1[C:23](O)=[O:24].C(N(CC)CC)C.CS(Cl)(=O)=O. Product: [Cl:30][C:29]1[C:21]2[N:20]=[C:13]([C:12]3[N:8]([C:3]4[C:2]([Cl:1])=[CH:7][CH:6]=[CH:5][N:4]=4)[N:9]=[C:10]([C:16]([F:19])([F:18])[F:17])[CH:11]=3)[O:14][C:23](=[O:24])[C:22]=2[CH:26]=[CH:27][CH:28]=1. The catalyst class is: 47. (5) Reactant: [CH:1]1([C:4]([C:6]2[CH:11]=[CH:10][C:9]([CH2:12][C:13]([OH:15])=[O:14])=[CH:8][CH:7]=2)=[O:5])[CH2:3][CH2:2]1.[CH3:16]O. Product: [CH:1]1([C:4]([C:6]2[CH:11]=[CH:10][C:9]([CH2:12][C:13]([O:15][CH3:16])=[O:14])=[CH:8][CH:7]=2)=[O:5])[CH2:2][CH2:3]1. The catalyst class is: 65. (6) Reactant: N#N.[Cl:3][C:4]1[C:5]([CH:10]([NH:24][C:25]([CH:27]2[CH2:32][CH2:31][CH2:30][CH2:29][CH2:28]2)=O)[C:11]2[CH:16]=[CH:15][C:14]([O:17][C:18]3[CH:23]=[CH:22][CH:21]=[CH:20][CH:19]=3)=[CH:13][CH:12]=2)=[N:6][CH:7]=[CH:8][N:9]=1.CN(C=O)C.O=P(Cl)(Cl)Cl. Product: [Cl:3][C:4]1[C:5]2[N:6]([C:25]([CH:27]3[CH2:32][CH2:31][CH2:30][CH2:29][CH2:28]3)=[N:24][C:10]=2[C:11]2[CH:16]=[CH:15][C:14]([O:17][C:18]3[CH:23]=[CH:22][CH:21]=[CH:20][CH:19]=3)=[CH:13][CH:12]=2)[CH:7]=[CH:8][N:9]=1. The catalyst class is: 578. (7) Reactant: [CH2:1](Br)[CH:2]1[O:6][CH2:5][CH2:4][CH2:3]1.[N:8]1([CH2:13][CH2:14][O:15][C:16]2[CH:21]=[CH:20][C:19]([NH:22][C:23]3[N:38]=[C:26]4[CH:27]=[CH:28][CH:29]=[C:30]([C:31]5[CH:32]=[C:33]([OH:37])[CH:34]=[CH:35][CH:36]=5)[N:25]4[N:24]=3)=[CH:18][CH:17]=2)[CH2:12][CH2:11][CH2:10][CH2:9]1.C(=O)([O-])[O-].[K+].[K+]. Product: [N:8]1([CH2:13][CH2:14][O:15][C:16]2[CH:21]=[CH:20][C:19]([NH:22][C:23]3[N:38]=[C:26]4[CH:27]=[CH:28][CH:29]=[C:30]([C:31]5[CH:36]=[CH:35][CH:34]=[C:33]([O:37][CH2:1][CH:2]6[CH2:3][CH2:4][CH2:5][O:6]6)[CH:32]=5)[N:25]4[N:24]=3)=[CH:18][CH:17]=2)[CH2:9][CH2:10][CH2:11][CH2:12]1. The catalyst class is: 9. (8) Product: [CH3:1][O:2][C:3]1[S:21][C:6]2[N:7]([CH2:24][C:25]3[CH:30]=[CH:29][C:28]([C:31]4[CH:36]=[CH:35][CH:34]=[CH:33][C:32]=4[C:37]4[NH:41][C:40](=[O:47])[O:39][N:38]=4)=[CH:27][CH:26]=3)[C:8](=[O:20])[N:9]([CH2:12][CH2:13][N:14]3[CH2:15][CH2:16][O:17][CH2:18][CH2:19]3)[C:10](=[O:11])[C:5]=2[C:4]=1[CH3:22]. The catalyst class is: 13. Reactant: [CH3:1][O:2][C:3]1[S:21][C:6]2[NH:7][C:8](=[O:20])[N:9]([CH2:12][CH2:13][N:14]3[CH2:19][CH2:18][O:17][CH2:16][CH2:15]3)[C:10](=[O:11])[C:5]=2[C:4]=1[CH3:22].Br[CH2:24][C:25]1[CH:30]=[CH:29][C:28]([C:31]2[CH:36]=[CH:35][CH:34]=[CH:33][C:32]=2[C:37]2[N:41]=[C:40](C(Cl)(Cl)Cl)[O:39][N:38]=2)=[CH:27][CH:26]=1.C(=O)([O-])[O-:47].[K+].[K+].CN(C)C=O.